From a dataset of Reaction yield outcomes from USPTO patents with 853,638 reactions. Predict the reaction yield, written as a fraction of the theoretical maximum amount of product (1.0 means a 100% yield; for example, 0.34 means a 34% yield). (1) The reactants are [CH2:1]([NH:3][C:4]1[C:5]([NH2:10])=[CH:6][CH:7]=[CH:8][CH:9]=1)[CH3:2].[C:11](Cl)(=[O:15])[C:12](Cl)=[O:13]. The catalyst is CO. The product is [CH2:1]([N:3]1[C:4]2[C:5](=[CH:6][CH:7]=[CH:8][CH:9]=2)[NH:10][C:12](=[O:13])[C:11]1=[O:15])[CH3:2]. The yield is 0.430. (2) The reactants are CO[CH2:3][N:4]([CH2:10][C:11]1[CH:16]=[CH:15][CH:14]=[CH:13][CH:12]=1)[CH2:5][Si](C)(C)C.[Cl:17][C:18]1[CH:23]=[CH:22][CH:21]=[C:20](/[CH:24]=[CH:25]/[N+:26]([O-:28])=[O:27])[CH:19]=1.FC(F)(F)C(O)=O. The yield is 0.730. The catalyst is C(Cl)Cl. The product is [CH2:10]([N:4]1[CH2:5][CH:25]([N+:26]([O-:28])=[O:27])[CH:24]([C:20]2[CH:21]=[CH:22][CH:23]=[C:18]([Cl:17])[CH:19]=2)[CH2:3]1)[C:11]1[CH:16]=[CH:15][CH:14]=[CH:13][CH:12]=1. (3) The reactants are [C:1]([CH:3]([C:11]1[CH:16]=[CH:15][C:14]([O:17][CH3:18])=[CH:13][CH:12]=1)[C:4]1([OH:10])[CH2:9][CH2:8][CH2:7][CH2:6][CH2:5]1)#[N:2].Cl.[H][H]. The catalyst is [Pd].CO. The product is [NH2:2][CH2:1][CH:3]([C:4]1([OH:10])[CH2:9][CH2:8][CH2:7][CH2:6][CH2:5]1)[C:11]1[CH:12]=[CH:13][C:14]([O:17][CH3:18])=[CH:15][CH:16]=1. The yield is 0.855. (4) The reactants are CO[C:3]([C:5]1[CH:10]=[C:9]([NH2:11])[CH:8]=[CH:7][N:6]=1)=[O:4].[Cl:12][C:13]1[CH:14]=[C:15]([CH2:19][CH2:20][CH:21]=O)[CH:16]=[CH:17][CH:18]=1.[C:23]([OH:26])(=O)[CH3:24].C([BH3-])#[N:28].[Na+].C(=O)(O)[O-].[Na+]. The catalyst is CO. The product is [CH2:23]([O:26][NH:28][C:3]([C:5]1[CH:10]=[C:9]([NH:11][CH2:21][CH2:20][CH2:19][C:15]2[CH:16]=[CH:17][CH:18]=[C:13]([Cl:12])[CH:14]=2)[CH:8]=[CH:7][N:6]=1)=[O:4])[CH3:24]. The yield is 0.360. (5) The reactants are [Br:1][C:2]1[CH:3]=[C:4]([C:9]([F:12])([F:11])[F:10])[C:5]([OH:8])=[N:6][CH:7]=1.[H-].[Na+].[CH3:15]I.O. The catalyst is C1COCC1. The product is [Br:1][C:2]1[CH:3]=[C:4]([C:9]([F:12])([F:10])[F:11])[C:5](=[O:8])[N:6]([CH3:15])[CH:7]=1. The yield is 0.970. (6) The reactants are C([O:3][C:4]([C:6]1[C:15](=[O:16])[C:14]2[C:9](=[C:10]([I:17])[CH:11]=[CH:12][CH:13]=2)[NH:8][CH:7]=1)=[O:5])C.Cl. The catalyst is [OH-].[Na+].O. The product is [I:17][C:10]1[CH:11]=[CH:12][CH:13]=[C:14]2[C:9]=1[NH:8][CH:7]=[C:6]([C:4]([OH:5])=[O:3])[C:15]2=[O:16]. The yield is 0.816.